This data is from Full USPTO retrosynthesis dataset with 1.9M reactions from patents (1976-2016). The task is: Predict the reactants needed to synthesize the given product. (1) Given the product [F:29][C:26]([F:27])([F:28])[C:9]([OH:11])=[O:10].[CH3:36][C:33]1([CH3:37])[C:34](=[O:35])[N:30]([C:21]2[CH:22]=[CH:23][C:24]([O:25][C:26]([F:28])([F:27])[F:29])=[C:19]([NH:18][C:9]([CH:5]3[CH2:6][CH2:7][CH2:8][N:3]([CH3:2])[CH2:4]3)=[O:11])[CH:20]=2)[C:31](=[O:45])[N:32]1[CH2:38][C:39]1[CH:40]=[CH:41][N:42]=[CH:43][CH:44]=1, predict the reactants needed to synthesize it. The reactants are: Cl.[CH3:2][N:3]1[CH2:8][CH2:7][CH2:6][CH:5]([C:9]([OH:11])=[O:10])[CH2:4]1.C(Cl)(=O)C(Cl)=O.[NH2:18][C:19]1[CH:20]=[C:21]([N:30]2[C:34](=[O:35])[C:33]([CH3:37])([CH3:36])[N:32]([CH2:38][C:39]3[CH:44]=[CH:43][N:42]=[CH:41][CH:40]=3)[C:31]2=[O:45])[CH:22]=[CH:23][C:24]=1[O:25][C:26]([F:29])([F:28])[F:27].C(=O)(O)[O-].[Na+]. (2) The reactants are: [C:1]([O:5][C:6]([N:8]1[CH2:15][CH2:14][CH2:13][C@@:9]1([CH3:16])[C:10](O)=[O:11])=[O:7])([CH3:4])([CH3:3])[CH3:2]. Given the product [C:1]([O:5][C:6]([N:8]1[CH2:15][CH2:14][CH2:13][C:9]1([CH2:10][OH:11])[CH3:16])=[O:7])([CH3:4])([CH3:3])[CH3:2], predict the reactants needed to synthesize it. (3) Given the product [CH2:18]([O:20][C:21](=[O:26])[CH2:22][C:23]([NH:8][C:5]1[CH:6]=[CH:7][C:2]([Cl:1])=[CH:3][C:4]=1[C:9]#[C:10][C:11]1[CH:16]=[CH:15][CH:14]=[CH:13][C:12]=1[Cl:17])=[O:24])[CH3:19], predict the reactants needed to synthesize it. The reactants are: [Cl:1][C:2]1[CH:7]=[CH:6][C:5]([NH2:8])=[C:4]([C:9]#[C:10][C:11]2[CH:16]=[CH:15][CH:14]=[CH:13][C:12]=2[Cl:17])[CH:3]=1.[CH2:18]([O:20][C:21](=[O:26])[CH2:22][C:23](Cl)=[O:24])[CH3:19].C(N(CC)CC)C. (4) Given the product [O:32]=[C:28]1[NH:29][CH2:30][CH2:31][N:26]([CH:23]2[CH2:24][CH2:25][CH:20]([O:19][C:10]3[C:9]4[C:8]5[C@@H:7]([CH2:6][C:33]#[N:34])[CH2:18][CH2:17][C:16]=5[S:15][C:14]=4[N:13]=[CH:12][N:11]=3)[CH2:21][CH2:22]2)[CH2:27]1, predict the reactants needed to synthesize it. The reactants are: CS(O[CH2:6][C@H:7]1[CH2:18][CH2:17][C:16]2[S:15][C:14]3[N:13]=[CH:12][N:11]=[C:10]([O:19][CH:20]4[CH2:25][CH2:24][CH:23]([N:26]5[CH2:31][CH2:30][NH:29][C:28](=[O:32])[CH2:27]5)[CH2:22][CH2:21]4)[C:9]=3[C:8]1=2)(=O)=O.[C-:33]#[N:34].[Na+].